From a dataset of Full USPTO retrosynthesis dataset with 1.9M reactions from patents (1976-2016). Predict the reactants needed to synthesize the given product. (1) Given the product [CH3:29][O:28][C:25]1[CH:26]=[CH:27][C:22]([CH2:21][N:5]2[CH:4]([CH2:3][CH2:2][O:1][S:42]([C:39]3[CH:40]=[CH:41][C:36]([CH3:56])=[CH:37][CH:38]=3)(=[O:44])=[O:43])[CH2:8][N:7]([CH2:9][C:10]3[CH:19]=[CH:18][C:17]4[C:12](=[CH:13][CH:14]=[CH:15][CH:16]=4)[CH:11]=3)[C:6]2=[O:20])=[CH:23][CH:24]=1, predict the reactants needed to synthesize it. The reactants are: [OH:1][CH2:2][CH2:3][CH:4]1[CH2:8][N:7]([CH2:9][C:10]2[CH:19]=[CH:18][C:17]3[C:12](=[CH:13][CH:14]=[CH:15][CH:16]=3)[CH:11]=2)[C:6](=[O:20])[N:5]1[CH2:21][C:22]1[CH:27]=[CH:26][C:25]([O:28][CH3:29])=[CH:24][CH:23]=1.N1C=CC=CC=1.[C:36]1([CH3:56])[CH:41]=[CH:40][C:39]([S:42](O[S:42]([C:39]2[CH:40]=[CH:41][C:36]([CH3:56])=[CH:37][CH:38]=2)(=[O:44])=[O:43])(=[O:44])=[O:43])=[CH:38][CH:37]=1.N#N. (2) Given the product [C:14]([NH:18][CH2:2][C:3]([N:5]1[C@@H:9]([C:10]#[CH:11])[CH2:8][CH2:7][C@H:6]1[C:12]#[N:13])=[O:4])([CH3:17])([CH3:16])[CH3:15], predict the reactants needed to synthesize it. The reactants are: Cl[CH2:2][C:3]([N:5]1[C@@H:9]([C:10]#[CH:11])[CH2:8][CH2:7][C@H:6]1[C:12]#[N:13])=[O:4].[C:14]([NH2:18])([CH3:17])([CH3:16])[CH3:15]. (3) Given the product [ClH:1].[N:46]1([CH:49]([CH3:52])[CH2:50][O:36][C:35](=[O:37])[C:34]2[CH:38]=[CH:39][C:31]([NH:30][C:28]([C@H:9]3[C@H:8]([C:4]4[CH:5]=[CH:6][CH:7]=[C:2]([Cl:1])[C:3]=4[F:42])[C@:12]([C:15]4[CH:20]=[CH:19][C:18]([Cl:21])=[CH:17][C:16]=4[F:22])([C:13]#[N:14])[C@H:11]([CH2:23][C:24]([CH3:26])([CH3:27])[CH3:25])[NH:10]3)=[O:29])=[C:32]([O:40][CH3:41])[CH:33]=2)[CH2:47][CH2:48][O:43][CH2:44][CH2:45]1, predict the reactants needed to synthesize it. The reactants are: [Cl:1][C:2]1[C:3]([F:42])=[C:4]([C@@H:8]2[C@:12]([C:15]3[CH:20]=[CH:19][C:18]([Cl:21])=[CH:17][C:16]=3[F:22])([C:13]#[N:14])[C@H:11]([CH2:23][C:24]([CH3:27])([CH3:26])[CH3:25])[NH:10][C@H:9]2[C:28]([NH:30][C:31]2[CH:39]=[CH:38][C:34]([C:35]([OH:37])=[O:36])=[CH:33][C:32]=2[O:40][CH3:41])=[O:29])[CH:5]=[CH:6][CH:7]=1.[O:43]1[CH2:48][CH2:47][N:46]([CH:49]([CH3:52])[CH2:50]O)[CH2:45][CH2:44]1. (4) Given the product [NH2:24][C:18]([C:17]1[CH:21]=[CH:22][C:14]([CH:11]2[CH2:12][CH2:13][N:8]([C:6]([O:5][C:1]([CH3:4])([CH3:3])[CH3:2])=[O:7])[CH2:9][CH2:10]2)=[CH:15][CH:16]=1)=[O:19], predict the reactants needed to synthesize it. The reactants are: [C:1]([O:5][C:6]([N:8]1[CH2:13][CH2:12][CH:11]([C:14]2[CH:22]=[CH:21][C:17]([C:18](O)=[O:19])=[CH:16][CH:15]=2)[CH2:10][CH2:9]1)=[O:7])([CH3:4])([CH3:3])[CH3:2].O[N:24]1C2C=CC=CC=2N=N1.Cl.C(N=C=NCCCN(C)C)C.O.